From a dataset of Forward reaction prediction with 1.9M reactions from USPTO patents (1976-2016). Predict the product of the given reaction. (1) Given the reactants [CH2:1](N=C=O)[CH2:2][CH2:3]CCCN=C=O.[C:13]1(=[O:19])[O:18][C:16](=[O:17])[CH:15]=[CH:14]1, predict the reaction product. The product is: [C:16]1(=[O:17])[O:18][C:13](=[O:19])[CH:14]=[CH:15]1.[CH2:1]=[CH:2][CH3:3].[CH2:1]=[CH2:2]. (2) Given the reactants Cl.Cl.Cl.[O:4]1[C:8]2=[C:9]([N:13]3[CH2:18][CH2:17][N:16]([CH2:19][CH2:20][C@H:21]4[CH2:26][CH2:25][C@H:24]([NH2:27])[CH2:23][CH2:22]4)[CH2:15][CH2:14]3)[N:10]=[CH:11][CH:12]=[C:7]2[CH2:6][CH2:5]1.[CH3:28][CH:29]([CH3:35])[CH2:30][CH2:31][C:32](O)=[O:33], predict the reaction product. The product is: [O:4]1[C:8]2=[C:9]([N:13]3[CH2:18][CH2:17][N:16]([CH2:19][CH2:20][C@H:21]4[CH2:26][CH2:25][C@H:24]([NH:27][C:32](=[O:33])[CH2:31][CH2:30][CH:29]([CH3:35])[CH3:28])[CH2:23][CH2:22]4)[CH2:15][CH2:14]3)[N:10]=[CH:11][CH:12]=[C:7]2[CH2:6][CH2:5]1. (3) The product is: [C:3]([O:7][C:8]([N:10]1[CH2:15][CH:14]([C:16]2[CH:21]=[C:20]([F:22])[CH:19]=[C:18]([F:23])[CH:17]=2)[N:13]([CH2:34][C:35]([O:37][CH3:38])=[O:36])[C:12](=[O:24])[C@H:11]1[CH2:25][CH:26]1[CH2:32][CH2:31][CH2:30][CH2:29][CH2:28][CH2:27]1)=[O:9])([CH3:6])([CH3:4])[CH3:5]. Given the reactants [H-].[Na+].[C:3]([O:7][C:8]([N:10]1[CH2:15][CH:14]([C:16]2[CH:21]=[C:20]([F:22])[CH:19]=[C:18]([F:23])[CH:17]=2)[NH:13][C:12](=[O:24])[C@H:11]1[CH2:25][CH:26]1[CH2:32][CH2:31][CH2:30][CH2:29][CH2:28][CH2:27]1)=[O:9])([CH3:6])([CH3:5])[CH3:4].Br[CH2:34][C:35]([O:37][CH3:38])=[O:36].O, predict the reaction product.